This data is from HIV replication inhibition screening data with 41,000+ compounds from the AIDS Antiviral Screen. The task is: Binary Classification. Given a drug SMILES string, predict its activity (active/inactive) in a high-throughput screening assay against a specified biological target. (1) The drug is CC(C(=O)Oc1ccc2ccccc2c1-c1c(O)ccc2ccccc12)c1ccccc1. The result is 0 (inactive). (2) The result is 0 (inactive). The compound is COc1cc(C2C3=C(COC3=O)Oc3cc4c(cc32)OCO4)cc(OC)c1OC(C)=O. (3) The result is 0 (inactive). The compound is CCCCCCCCCCCCCCCC[N+](C)(C)Cc1ccccc1. (4) The compound is O=C1C(=NO)SC(=S)N1N1CCCCC1. The result is 0 (inactive). (5) The compound is CN(C)CCCOC(=O)C1CC(O)CN1C(=O)c1ccc2c(c1)OCO2.O=C(O)C(=O)O. The result is 0 (inactive). (6) The drug is Nn1c(CCCCCCCCc2nnc(COc3ccc4ccccc4c3O)n2N)nnc1COc1ccc2ccccc2c1O. The result is 0 (inactive). (7) The molecule is NC(=O)C(=CNC(N)=S)C(N)=O. The result is 0 (inactive). (8) The drug is COC(=O)C=CCCC#Cc1ccccc1C#CCCC=CC(=O)OC. The result is 0 (inactive).